From a dataset of Peptide-MHC class II binding affinity with 134,281 pairs from IEDB. Regression. Given a peptide amino acid sequence and an MHC pseudo amino acid sequence, predict their binding affinity value. This is MHC class II binding data. (1) The peptide sequence is VGINTRNMTMSMSMI. The MHC is DRB1_0404 with pseudo-sequence DRB1_0404. The binding affinity (normalized) is 0.695. (2) The binding affinity (normalized) is 0.233. The MHC is DRB1_1001 with pseudo-sequence DRB1_1001. The peptide sequence is LALVGFLGGLITGTS. (3) The peptide sequence is FYVWDFAEKFKEDVI. The MHC is HLA-DPA10301-DPB10402 with pseudo-sequence HLA-DPA10301-DPB10402. The binding affinity (normalized) is 0.580. (4) The peptide sequence is DMGFDAAALAPEHQP. The MHC is DRB1_1101 with pseudo-sequence DRB1_1101. The binding affinity (normalized) is 0. (5) The peptide sequence is RTEIDKPSQHHHHHH. The MHC is DRB1_1001 with pseudo-sequence DRB1_1001. The binding affinity (normalized) is 0.211. (6) The peptide sequence is LQFAKLTGFTLMGKG. The MHC is HLA-DPA10301-DPB10402 with pseudo-sequence HLA-DPA10301-DPB10402. The binding affinity (normalized) is 0.419. (7) The peptide sequence is PDEYVEQVAQYKALP. The MHC is DRB1_0101 with pseudo-sequence DRB1_0101. The binding affinity (normalized) is 0.483. (8) The peptide sequence is ELLKTVRLIKFLYQSNP. The MHC is DRB4_0101 with pseudo-sequence DRB4_0103. The binding affinity (normalized) is 1.00. (9) The peptide sequence is LAVGGVLLFLSVNVHA. The MHC is DRB1_0301 with pseudo-sequence DRB1_0301. The binding affinity (normalized) is 0.0731.